From a dataset of NCI-60 drug combinations with 297,098 pairs across 59 cell lines. Regression. Given two drug SMILES strings and cell line genomic features, predict the synergy score measuring deviation from expected non-interaction effect. (1) Drug 1: C1=CC(=CC=C1C#N)C(C2=CC=C(C=C2)C#N)N3C=NC=N3. Drug 2: CC12CCC3C(C1CCC2O)C(CC4=C3C=CC(=C4)O)CCCCCCCCCS(=O)CCCC(C(F)(F)F)(F)F. Cell line: HCC-2998. Synergy scores: CSS=6.65, Synergy_ZIP=0.180, Synergy_Bliss=6.33, Synergy_Loewe=3.89, Synergy_HSA=4.54. (2) Drug 1: CCN(CC)CCNC(=O)C1=C(NC(=C1C)C=C2C3=C(C=CC(=C3)F)NC2=O)C. Drug 2: C(CN)CNCCSP(=O)(O)O. Cell line: RXF 393. Synergy scores: CSS=-2.97, Synergy_ZIP=2.54, Synergy_Bliss=1.66, Synergy_Loewe=-4.66, Synergy_HSA=-4.66. (3) Drug 1: C1CN1C2=NC(=NC(=N2)N3CC3)N4CC4. Drug 2: CC12CCC3C(C1CCC2OP(=O)(O)O)CCC4=C3C=CC(=C4)OC(=O)N(CCCl)CCCl.[Na+]. Cell line: SK-OV-3. Synergy scores: CSS=3.59, Synergy_ZIP=-4.20, Synergy_Bliss=1.71, Synergy_Loewe=-8.91, Synergy_HSA=0.548. (4) Drug 2: C1=CC(=CC=C1C#N)C(C2=CC=C(C=C2)C#N)N3C=NC=N3. Drug 1: CN1CCC(CC1)COC2=C(C=C3C(=C2)N=CN=C3NC4=C(C=C(C=C4)Br)F)OC. Cell line: HCT116. Synergy scores: CSS=1.72, Synergy_ZIP=-0.537, Synergy_Bliss=-3.04, Synergy_Loewe=-5.88, Synergy_HSA=-4.62.